From a dataset of Peptide-MHC class II binding affinity with 134,281 pairs from IEDB. Regression. Given a peptide amino acid sequence and an MHC pseudo amino acid sequence, predict their binding affinity value. This is MHC class II binding data. (1) The peptide sequence is TSSTPEAVSLLCSDK. The MHC is DRB1_1302 with pseudo-sequence DRB1_1302. The binding affinity (normalized) is 0.151. (2) The peptide sequence is PEQPFPQQPEQPY. The MHC is HLA-DQA10501-DQB10201 with pseudo-sequence HLA-DQA10501-DQB10201. The binding affinity (normalized) is 0. (3) The binding affinity (normalized) is 0.419. The MHC is DRB3_0202 with pseudo-sequence DRB3_0202. The peptide sequence is DINASFRAAMATTAN. (4) The peptide sequence is RWQVVAPQLPDDLMI. The MHC is DRB1_0802 with pseudo-sequence DRB1_0802. The binding affinity (normalized) is 0.178. (5) The peptide sequence is AVQVTFTVQKGSDPK. The MHC is HLA-DPA10103-DPB10301 with pseudo-sequence HLA-DPA10103-DPB10301. The binding affinity (normalized) is 0. (6) The peptide sequence is LASSCQVAFSYFPPP. The MHC is HLA-DQA10101-DQB10501 with pseudo-sequence HLA-DQA10101-DQB10501. The binding affinity (normalized) is 0. (7) The peptide sequence is GEYQIVDKIDAAFKI. The MHC is DRB1_0404 with pseudo-sequence DRB1_0404. The binding affinity (normalized) is 0.490.